From a dataset of Full USPTO retrosynthesis dataset with 1.9M reactions from patents (1976-2016). Predict the reactants needed to synthesize the given product. (1) Given the product [S:1]1[C:5]2[CH:6]=[CH:7][CH:8]=[CH:9][C:4]=2[N:3]=[C:2]1[N:10]([CH2:18][CH2:19][O:20][C:21]1[CH:34]=[CH:33][C:24]([CH2:25][CH:26]2[S:30][C:29](=[O:31])[NH:28][C:27]2=[O:32])=[CH:23][CH:22]=1)[CH2:11][C:12]1[CH:13]=[CH:14][CH:15]=[CH:16][CH:17]=1, predict the reactants needed to synthesize it. The reactants are: [S:1]1[C:5]2[CH:6]=[CH:7][CH:8]=[CH:9][C:4]=2[N:3]=[C:2]1[N:10]([CH2:18][CH2:19][O:20][C:21]1[CH:34]=[CH:33][C:24]([CH:25]=[C:26]2[S:30][C:29](=[O:31])[NH:28][C:27]2=[O:32])=[CH:23][CH:22]=1)[CH2:11][C:12]1[CH:17]=[CH:16][CH:15]=[CH:14][CH:13]=1. (2) Given the product [Br:24][C:6]1[C:5]2[C:10](=[CH:11][CH:12]=[C:3]([O:2][CH3:1])[CH:4]=2)[N:9]=[C:8]([C:13]2[CH:14]=[N:15][CH:16]=[CH:17][CH:18]=2)[N:7]=1, predict the reactants needed to synthesize it. The reactants are: [CH3:1][O:2][C:3]1[CH:4]=[C:5]2[C:10](=[CH:11][CH:12]=1)[N:9]=[C:8]([C:13]1[CH:14]=[N:15][CH:16]=[CH:17][CH:18]=1)[NH:7][C:6]2=O.ClCCl.P(Br)(Br)[Br:24].[OH-].[NH4+].